Task: Predict the product of the given reaction.. Dataset: Forward reaction prediction with 1.9M reactions from USPTO patents (1976-2016) (1) Given the reactants [CH3:1][CH:2]([C:4]1[N:8]([CH2:9][CH2:10][C@@H:11]([OH:19])[CH2:12][C@@H:13]([OH:18])[CH2:14][C:15]([O-:17])=[O:16])[C:7]([C:20]2[CH:21]=[CH:22][C:23]([F:26])=[CH:24][CH:25]=2)=[C:6]([C:27]2[CH:28]=[CH:29][CH:30]=[CH:31][CH:32]=2)[C:5]=1[C:33]([NH:35][C:36]1[CH:37]=[CH:38][CH:39]=[CH:40][CH:41]=1)=[O:34])[CH3:3].[CH3:3][CH:2]([C:4]1[N:8]([CH2:9][CH2:10][C@@H:11]([OH:19])[CH2:12][C@@H:13]([OH:18])[CH2:14][C:15]([O-:17])=[O:16])[C:7]([C:20]2[CH:25]=[CH:24][C:23]([F:26])=[CH:22][CH:21]=2)=[C:6]([C:27]2[CH:32]=[CH:31][CH:30]=[CH:29][CH:28]=2)[C:5]=1[C:33]([NH:35][C:36]1[CH:41]=[CH:40][CH:39]=[CH:38][CH:37]=1)=[O:34])[CH3:1].[Ca+2].[CH3:84][CH:85]([C@H:87]([CH2:103][C@H:104]([NH2:122])[C@@H:105]([OH:121])[CH2:106][C@H:107]([C:111]([NH:113][CH2:114][C:115]([C:118]([NH2:120])=[O:119])([CH3:117])[CH3:116])=[O:112])[CH:108]([CH3:110])[CH3:109])[CH2:88][C:89]1[CH:90]=[CH:91][C:92]([O:101][CH3:102])=[C:93]([O:95][CH2:96][CH2:97][CH2:98][O:99][CH3:100])[CH:94]=1)[CH3:86], predict the reaction product. The product is: [CH3:3][CH:2]([C:4]1[N:8]([CH2:9][CH2:10][C@@H:11]([OH:19])[CH2:12][C@@H:13]([OH:18])[CH2:14][C:15]([OH:17])=[O:16])[C:7]([C:20]2[CH:25]=[CH:24][C:23]([F:26])=[CH:22][CH:21]=2)=[C:6]([C:27]2[CH:32]=[CH:31][CH:30]=[CH:29][CH:28]=2)[C:5]=1[C:33]([NH:35][C:36]1[CH:41]=[CH:40][CH:39]=[CH:38][CH:37]=1)=[O:34])[CH3:1].[CH3:86][CH:85]([C@H:87]([CH2:103][C@H:104]([NH2:122])[C@@H:105]([OH:121])[CH2:106][C@H:107]([C:111]([NH:113][CH2:114][C:115]([C:118]([NH2:120])=[O:119])([CH3:116])[CH3:117])=[O:112])[CH:108]([CH3:109])[CH3:110])[CH2:88][C:89]1[CH:90]=[CH:91][C:92]([O:101][CH3:102])=[C:93]([O:95][CH2:96][CH2:97][CH2:98][O:99][CH3:100])[CH:94]=1)[CH3:84]. (2) Given the reactants C([O:3][P:4]([C:9]1[S:13][C:12]2[CH:14]=[CH:15][C:16]([CH2:18][C:19]3[CH:24]=[CH:23][C:22]([CH2:25][CH3:26])=[CH:21][CH:20]=3)=[CH:17][C:11]=2[CH:10]=1)(=[O:8])[O:5]CC)C.Br[Si](C)(C)C.CO, predict the reaction product. The product is: [CH2:25]([C:22]1[CH:23]=[CH:24][C:19]([CH2:18][C:16]2[CH:15]=[CH:14][C:12]3[S:13][C:9]([P:4]([OH:5])(=[O:3])[OH:8])=[CH:10][C:11]=3[CH:17]=2)=[CH:20][CH:21]=1)[CH3:26]. (3) The product is: [C:10]([C:9]1[CH:12]=[CH:13][C:6]([O:5][C:4]2[CH:14]=[CH:15][C:16]([I:18])=[CH:17][C:3]=2[CH:1]=[N:40][C:38]([O:47][Si:20]([CH3:27])([CH3:26])[CH3:19])=[CH2:39])=[CH:7][CH:8]=1)#[N:11]. Given the reactants [CH:1]([C:3]1[CH:17]=[C:16]([I:18])[CH:15]=[CH:14][C:4]=1[O:5][C:6]1[CH:13]=[CH:12][C:9]([C:10]#[N:11])=[CH:8][CH:7]=1)=O.[CH3:19][Si:20]([CH3:27])([CH3:26])N[Si:20]([CH3:27])([CH3:26])[CH3:19].C([Li])CCC.C[Si](Cl)(C)C.[CH2:38]([N:40](CC)CC)[CH3:39].C(Cl)(=[O:47])C, predict the reaction product. (4) The product is: [C:1]([O:36][C@H:9]1[C:10]([CH3:34])([CH3:35])[O:11][C:12]2[C:13](=[C:14]3[C:23](=[C:24]([O:26][CH3:27])[CH:25]=2)[C:22](=[O:28])[C:21]2[C:16](=[CH:17][CH:18]=[C:19]4[CH:32]=[CH:31][CH:30]=[CH:29][C:20]4=2)[N:15]3[CH3:33])[C@H:8]1[OH:7])(=[O:5])[CH2:2][CH2:3][CH3:4]. Given the reactants [C:1](Cl)(=[O:5])[CH2:2][CH2:3][CH3:4].[OH:7][C@@H:8]1[C:13]2=[C:14]3[C:23](=[C:24]([O:26][CH3:27])[CH:25]=[C:12]2[O:11][C:10]([CH3:35])([CH3:34])[C@@H:9]1[OH:36])[C:22](=[O:28])[C:21]1[C:16](=[CH:17][CH:18]=[C:19]2[CH:32]=[CH:31][CH:30]=[CH:29][C:20]2=1)[N:15]3[CH3:33], predict the reaction product. (5) Given the reactants [C:1]([C:5]([NH:7][C:8]1[CH:13]=[CH:12][CH:11]=[C:10]([C:14]2[C:23]3[C:18](=[CH:19][CH:20]=[CH:21][CH:22]=3)[C:17]([CH3:24])=[CH:16][CH:15]=2)[N:9]=1)=[O:6])([CH3:4])([CH3:3])[CH3:2].Br[N:26]1C(=O)CC[C:27]1=O, predict the reaction product. The product is: [C:1]([C:5]([NH:7][C:8]1[CH:13]=[CH:12][CH:11]=[C:10]([C:14]2[C:23]3[C:18](=[CH:19][CH:20]=[CH:21][CH:22]=3)[C:17]([CH2:24][C:27]#[N:26])=[CH:16][CH:15]=2)[N:9]=1)=[O:6])([CH3:4])([CH3:3])[CH3:2]. (6) Given the reactants Cl[C:2](Cl)([O:4]C(=O)OC(Cl)(Cl)Cl)Cl.[NH2:13][C:14]1[CH:18]=[C:17]([C:19]2[CH:24]=[CH:23][CH:22]=[CH:21][CH:20]=2)[S:16][C:15]=1[C:25]([O-:27])=[O:26].[NH2:28][CH:29]1[CH2:34][CH2:33][N:32]([C:35]([O:37][C:38]([CH3:41])([CH3:40])[CH3:39])=[O:36])[CH2:31][CH2:30]1.[CH3:42]CN(C(C)C)C(C)C, predict the reaction product. The product is: [CH3:42][O:26][C:25]([C:15]1[S:16][C:17]([C:19]2[CH:24]=[CH:23][CH:22]=[CH:21][CH:20]=2)=[CH:18][C:14]=1[NH:13][C:2]([NH:28][CH:29]1[CH2:30][CH2:31][N:32]([C:35]([O:37][C:38]([CH3:41])([CH3:40])[CH3:39])=[O:36])[CH2:33][CH2:34]1)=[O:4])=[O:27]. (7) Given the reactants C([O-])([O-])=O.[Cs+].[Cs+].CC1C=CC(S([O:17][CH2:18][CH2:19][N:20]2[CH2:24][CH2:23][CH2:22][C:21]2=[O:25])(=O)=O)=CC=1.[Br:26][C:27]1[C:32]([CH3:33])=[CH:31][C:30](O)=[CH:29][C:28]=1[CH3:35], predict the reaction product. The product is: [Br:26][C:27]1[C:32]([CH3:33])=[CH:31][C:30]([O:17][CH2:18][CH2:19][N:20]2[CH2:24][CH2:23][CH2:22][C:21]2=[O:25])=[CH:29][C:28]=1[CH3:35]. (8) Given the reactants C([N:8]1[CH:12]=[C:11]([CH2:13][C@H:14]([NH:25][C:26]([O:28][CH3:29])=[O:27])[C:15]([O:17]CC2C=CC=CC=2)=[O:16])[N:10]=[N:9]1)C1C=CC=CC=1, predict the reaction product. The product is: [CH3:29][O:28][C:26]([NH:25][C@@H:14]([CH2:13][C:11]1[N:10]=[N:9][NH:8][CH:12]=1)[C:15]([OH:17])=[O:16])=[O:27].